This data is from Full USPTO retrosynthesis dataset with 1.9M reactions from patents (1976-2016). The task is: Predict the reactants needed to synthesize the given product. (1) Given the product [Br:1][C:2]1[CH:10]=[C:9]2[C:5]([CH:6]=[CH:7][N:8]2[Si:21]([CH:28]([CH3:30])[CH3:29])([CH:25]([CH3:27])[CH3:26])[CH:22]([CH3:24])[CH3:23])=[CH:4][CH:3]=1, predict the reactants needed to synthesize it. The reactants are: [Br:1][C:2]1[CH:10]=[C:9]2[C:5]([CH:6]=[CH:7][NH:8]2)=[CH:4][CH:3]=1.[H-].[Na+].FC(S(O[Si:21]([CH:28]([CH3:30])[CH3:29])([CH:25]([CH3:27])[CH3:26])[CH:22]([CH3:24])[CH3:23])(=O)=O)(F)F. (2) Given the product [CH2:1]([O:8][C:9]1[CH:14]=[CH:13][C:12]2[N:15]=[C:16]([C:17]3[CH:22]=[CH:21][C:20]([Cl:23])=[C:19]([N+:24]([O-:26])=[O:25])[CH:18]=3)[S:27][C:11]=2[CH:10]=1)[C:2]1[CH:3]=[CH:4][CH:5]=[CH:6][CH:7]=1, predict the reactants needed to synthesize it. The reactants are: [CH2:1]([O:8][C:9]1[CH:14]=[CH:13][C:12]([NH:15][C:16](=[S:27])[C:17]2[CH:22]=[CH:21][C:20]([Cl:23])=[C:19]([N+:24]([O-:26])=[O:25])[CH:18]=2)=[CH:11][CH:10]=1)[C:2]1[CH:7]=[CH:6][CH:5]=[CH:4][CH:3]=1.[OH-].[Na+].[K].